Predict the reaction yield, written as a fraction of the theoretical maximum amount of product (1.0 means a 100% yield; for example, 0.34 means a 34% yield). From a dataset of Reaction yield outcomes from USPTO patents with 853,638 reactions. The reactants are [CH3:1][C:2]1[N:7]=[CH:6][C:5]([OH:8])=[CH:4][CH:3]=1.[H-].[Na+].CS(O[CH2:16][CH:17]1[CH2:22][C:21]([CH3:36])([S:23]([C:26]2[CH:31]=[CH:30][CH:29]=[C:28]([C:32]([F:35])([F:34])[F:33])[CH:27]=2)(=[O:25])=[O:24])[CH2:20][CH2:19][O:18]1)(=O)=O. The catalyst is CN(C=O)C. The product is [CH3:1][C:2]1[CH:3]=[CH:4][C:5]([O:8][CH2:16][CH:17]2[CH2:22][C:21]([CH3:36])([S:23]([C:26]3[CH:31]=[CH:30][CH:29]=[C:28]([C:32]([F:35])([F:33])[F:34])[CH:27]=3)(=[O:25])=[O:24])[CH2:20][CH2:19][O:18]2)=[CH:6][N:7]=1. The yield is 0.750.